This data is from Peptide-MHC class II binding affinity with 134,281 pairs from IEDB. The task is: Regression. Given a peptide amino acid sequence and an MHC pseudo amino acid sequence, predict their binding affinity value. This is MHC class II binding data. The peptide sequence is PNITATYGDKWLDAK. The MHC is HLA-DPA10201-DPB10101 with pseudo-sequence YAFFQFSGGAILNTLYGQFEYFAIEKVRVHLDVT. The binding affinity (normalized) is 0.222.